From a dataset of HIV replication inhibition screening data with 41,000+ compounds from the AIDS Antiviral Screen. Binary Classification. Given a drug SMILES string, predict its activity (active/inactive) in a high-throughput screening assay against a specified biological target. (1) The compound is O=[N+]([O-])c1cc(C(F)(F)F)cc2c1SC1=Nc3ccccc3CN12. The result is 0 (inactive). (2) The compound is CC1=NN(c2ccccc2)C(=O)C1=C1SC(c2ccccc2)(c2ccccc2)c2ccccc21. The result is 0 (inactive). (3) The compound is CC12CCC3(C1)C(CC2=O)CC(OC(=O)c1ccccc1)C1C(C)(CO)CCCC13C. The result is 0 (inactive). (4) The molecule is OCC1CC2c3[nH]c4ccccc4c3CCN2C1. The result is 0 (inactive). (5) The molecule is C=C1CCC(=O)NC1=O. The result is 0 (inactive).